From a dataset of Forward reaction prediction with 1.9M reactions from USPTO patents (1976-2016). Predict the product of the given reaction. (1) Given the reactants [N:1]12[CH2:8][CH2:7][C:4]([C:9]([C:17]3[CH:22]=[CH:21][CH:20]=[CH:19][CH:18]=3)([C:11]3[CH:16]=[CH:15][CH:14]=[CH:13][CH:12]=3)[OH:10])([CH2:5][CH2:6]1)[CH2:3][CH2:2]2.[Br:23][CH2:24][CH2:25][CH2:26][O:27][C:28]1[CH:33]=[CH:32][CH:31]=[CH:30][C:29]=1[O:34][CH2:35][C:36]1[CH:41]=[CH:40][CH:39]=[CH:38][CH:37]=1, predict the reaction product. The product is: [Br-:23].[OH:10][C:9]([C:17]1[CH:22]=[CH:21][CH:20]=[CH:19][CH:18]=1)([C:11]1[CH:12]=[CH:13][CH:14]=[CH:15][CH:16]=1)[C:4]12[CH2:5][CH2:6][N+:1]([CH2:24][CH2:25][CH2:26][O:27][C:28]3[CH:33]=[CH:32][CH:31]=[CH:30][C:29]=3[O:34][CH2:35][C:36]3[CH:41]=[CH:40][CH:39]=[CH:38][CH:37]=3)([CH2:2][CH2:3]1)[CH2:8][CH2:7]2. (2) Given the reactants [O:1]=[CH:2][C@@H:3]([C@H:5]([C@@H:7]([CH2:9][OH:10])[OH:8])[OH:6])[OH:4].OC[C:2]([C@H:3]([C@@H:5]([C@@H:7]([CH2:9][OH:10])[OH:8])[OH:6])[OH:4])=[O:1].C(CCN)CCCN.C(CCN)CCCN, predict the reaction product. The product is: [O:1]=[CH:2][C@@H:3]([C@H:5]([C@@H:7]([CH2:9][OH:10])[OH:8])[OH:6])[OH:4]. (3) The product is: [CH:26]1([N:21]2[C:20](=[O:32])[C:19]([NH:18][C:9]([C:3]3[C:2]([CH3:1])=[C:6]([CH:7]=[CH2:8])[O:5][N:4]=3)=[O:11])=[C:23]([CH3:24])[N:22]2[CH3:25])[CH2:27][CH2:28][CH2:29][CH2:30][CH2:31]1. Given the reactants [CH3:1][C:2]1[C:3]([C:9]([OH:11])=O)=[N:4][O:5][C:6]=1[CH:7]=[CH2:8].C(Cl)(=O)C(Cl)=O.[NH2:18][C:19]1[C:20](=[O:32])[N:21]([CH:26]2[CH2:31][CH2:30][CH2:29][CH2:28][CH2:27]2)[N:22]([CH3:25])[C:23]=1[CH3:24].C(N(CC)CC)C, predict the reaction product. (4) The product is: [CH:17]1([C:24]2[CH:32]=[CH:31][C:27]([C:28]([O:39][CH3:1])=[S:29])=[CH:26][CH:25]=2)[CH2:23][CH2:22][CH2:21][CH2:20][CH2:19][CH2:18]1. Given the reactants [CH:1]1(SC2C=CC(CN)=CC=2)CCCCCC1.[CH:17]1([C:24]2[CH:32]=[CH:31][C:27]([C:28](N)=[S:29])=[CH:26][CH:25]=2)[CH2:23][CH2:22][CH2:21][CH2:20][CH2:19][CH2:18]1.[H-].[Al+3].[Li+].[H-].[H-].[H-].[OH-:39].[Na+], predict the reaction product. (5) Given the reactants [OH:1][CH2:2][CH2:3][C:4]1[CH:5]=[C:6]([C:10]2[N:11]=[C:12]([NH:15][C:16](=[O:18])[CH3:17])[S:13][CH:14]=2)[CH:7]=[CH:8][CH:9]=1.[CH3:19][S:20](Cl)(=[O:22])=[O:21].C(N(CC)CC)C.O, predict the reaction product. The product is: [CH3:19][S:20]([O:1][CH2:2][CH2:3][C:4]1[CH:9]=[CH:8][CH:7]=[C:6]([C:10]2[N:11]=[C:12]([NH:15][C:16](=[O:18])[CH3:17])[S:13][CH:14]=2)[CH:5]=1)(=[O:22])=[O:21].